From a dataset of Forward reaction prediction with 1.9M reactions from USPTO patents (1976-2016). Predict the product of the given reaction. (1) The product is: [N:9]1[C:10]2[C:5](=[CH:4][C:3]([CH2:2][C:13]#[N:14])=[CH:12][CH:11]=2)[CH:6]=[CH:7][CH:8]=1. Given the reactants Br[CH2:2][C:3]1[CH:4]=[C:5]2[C:10](=[CH:11][CH:12]=1)[N:9]=[CH:8][CH:7]=[CH:6]2.[C-:13]#[N:14].[Na+], predict the reaction product. (2) Given the reactants C(OC([N:8]1[CH:12]=[C:11]([C:13]2[CH:14]=[C:15]3[C:20](=[CH:21][CH:22]=2)[N:19]=[C:18]([NH:23][CH2:24][C:25]2[CH:30]=[CH:29][CH:28]=[CH:27][CH:26]=2)[CH:17]=[N:16]3)[CH:10]=[N:9]1)=O)(C)(C)C.Cl, predict the reaction product. The product is: [CH2:24]([NH:23][C:18]1[CH:17]=[N:16][C:15]2[C:20](=[CH:21][CH:22]=[C:13]([C:11]3[CH:10]=[N:9][NH:8][CH:12]=3)[CH:14]=2)[N:19]=1)[C:25]1[CH:30]=[CH:29][CH:28]=[CH:27][CH:26]=1. (3) Given the reactants CC1(C)C(C)(C)OB([C:9]2[CH:30]=[CH:29][C:12]([O:13][CH2:14][CH2:15][CH:16]3[CH2:21][CH2:20][N:19]([C:22]([O:24][C:25]([CH3:28])([CH3:27])[CH3:26])=[O:23])[CH2:18][CH2:17]3)=[C:11]([C:31]([F:34])([F:33])[F:32])[CH:10]=2)O1.[Cl:36][C:37]1[N:38]=[C:39](Cl)[C:40]2[CH:45]=[CH:44][NH:43][C:41]=2[N:42]=1.O1CCOCC1.O, predict the reaction product. The product is: [Cl:36][C:37]1[N:38]=[C:39]([C:9]2[CH:30]=[CH:29][C:12]([O:13][CH2:14][CH2:15][CH:16]3[CH2:17][CH2:18][N:19]([C:22]([O:24][C:25]([CH3:27])([CH3:26])[CH3:28])=[O:23])[CH2:20][CH2:21]3)=[C:11]([C:31]([F:32])([F:34])[F:33])[CH:10]=2)[C:40]2[CH:45]=[CH:44][NH:43][C:41]=2[N:42]=1.